From a dataset of Reaction yield outcomes from USPTO patents with 853,638 reactions. Predict the reaction yield, written as a fraction of the theoretical maximum amount of product (1.0 means a 100% yield; for example, 0.34 means a 34% yield). (1) The reactants are [CH:1]([C:3]1[CH:4]=[CH:5][C:6]([N:11]2[CH:15]=[N:14][C:13]([N+:16]([O-:18])=[O:17])=[N:12]2)=[C:7]([CH:10]=1)[C:8]#[N:9])=O.[C:19]([O-])([O-])=O.[K+].[K+]. The catalyst is O1CCOCC1.[Br-].C[P+](C1C=CC=CC=1)(C1C=CC=CC=1)C1C=CC=CC=1. The product is [N+:16]([C:13]1[N:14]=[CH:15][N:11]([C:6]2[CH:5]=[CH:4][C:3]([CH:1]=[CH2:19])=[CH:10][C:7]=2[C:8]#[N:9])[N:12]=1)([O-:18])=[O:17]. The yield is 0.700. (2) The reactants are [NH2:1][C:2]1[N:3]=[CH:4][C:5]([C:8]2[C:13]([F:14])=[CH:12][C:11]([C:15]3[CH:20]=[CH:19][CH:18]=[CH:17][C:16]=3[CH2:21]O)=[CH:10][CH:9]=2)=[N:6][CH:7]=1.O=S(Cl)[Cl:25]. The catalyst is C(Cl)Cl. The product is [Cl:25][CH2:21][C:16]1[C:15]([C:11]2[CH:10]=[CH:9][C:8]([C:5]3[N:6]=[CH:7][C:2]([NH2:1])=[N:3][CH:4]=3)=[C:13]([F:14])[CH:12]=2)=[CH:20][CH:19]=[CH:18][CH:17]=1. The yield is 0.980.